Dataset: Forward reaction prediction with 1.9M reactions from USPTO patents (1976-2016). Task: Predict the product of the given reaction. (1) Given the reactants [CH3:1][C:2]1[CH:7]=[CH:6][C:5](Cl)=[CH:4][CH:3]=1.[NH:9]1[CH2:14][CH2:13][O:12][CH2:11][CH2:10]1.CC(C)([O-])C.[Na+], predict the reaction product. The product is: [CH3:1][C:2]1[CH:7]=[CH:6][C:5]([N:9]2[CH2:14][CH2:13][O:12][CH2:11][CH2:10]2)=[CH:4][CH:3]=1. (2) Given the reactants F[C:2]1[CH:10]=[CH:9][C:5]([C:6]([OH:8])=[O:7])=[CH:4][C:3]=1[N+:11]([O-:13])=[O:12].[NH2:14][C:15]1[CH:20]=[CH:19][CH:18]=[CH:17][CH:16]=1.CN1CCOCC1, predict the reaction product. The product is: [NH:14]([C:2]1[CH:10]=[CH:9][C:5]([C:6]([OH:8])=[O:7])=[CH:4][C:3]=1[N+:11]([O-:13])=[O:12])[C:15]1[CH:20]=[CH:19][CH:18]=[CH:17][CH:16]=1. (3) Given the reactants C([O:4][C:5]1[CH:10]=[CH:9][C:8]([N:11]2[C:15]3[CH:16]=[CH:17][CH:18]=[CH:19][C:14]=3[N:13]=[C:12]2[N:20](C(=O)C)[C:21](=[O:23])[CH3:22])=[CH:7][CH:6]=1)(=O)C.C([O-])([O-])=O.[K+].[K+], predict the reaction product. The product is: [OH:4][C:5]1[CH:10]=[CH:9][C:8]([N:11]2[C:15]3[CH:16]=[CH:17][CH:18]=[CH:19][C:14]=3[N:13]=[C:12]2[NH:20][C:21](=[O:23])[CH3:22])=[CH:7][CH:6]=1. (4) Given the reactants [H-].[Na+].[C:3](#[N:7])[CH2:4][C:5]#[N:6].I[C:9]1[CH:14]=[CH:13][CH:12]=[CH:11][CH:10]=1.Cl, predict the reaction product. The product is: [C:9]1([CH:4]([C:3]#[N:7])[C:5]#[N:6])[CH:14]=[CH:13][CH:12]=[CH:11][CH:10]=1. (5) Given the reactants [Cl:1][CH2:2][CH2:3][CH2:4][C:5](Cl)=[O:6].CN(C)C1C=CC=CC=1.[C:17]([OH:21])([CH3:20])([CH3:19])[CH3:18], predict the reaction product. The product is: [Cl:1][CH2:2][CH2:3][CH2:4][C:5]([O:21][C:17]([CH3:20])([CH3:19])[CH3:18])=[O:6]. (6) The product is: [Cl:1][CH2:2][CH2:3][O:4][C:5]1[CH:13]=[CH:12][CH:11]=[C:10]2[C:6]=1[CH:7]=[N:8][N:9]2[S:22]([C:16]1[CH:21]=[CH:20][CH:19]=[CH:18][CH:17]=1)(=[O:24])=[O:23]. Given the reactants [Cl:1][CH2:2][CH2:3][O:4][C:5]1[CH:13]=[CH:12][CH:11]=[C:10]2[C:6]=1[CH:7]=[N:8][NH:9]2.[H-].[Na+].[C:16]1([S:22](Cl)(=[O:24])=[O:23])[CH:21]=[CH:20][CH:19]=[CH:18][CH:17]=1, predict the reaction product. (7) Given the reactants [H-].[Na+].[Cl:3][C:4]1[CH:9]=[C:8]([N:10]2[CH2:15][CH2:14][N:13]([C:16]([C:18]3[CH:23]=[C:22]([S:24]([CH3:27])(=[O:26])=[O:25])[CH:21]=[CH:20][C:19]=3[C:28]3[CH:33]=[CH:32][CH:31]=[CH:30][CH:29]=3)=[O:17])[CH2:12][CH2:11]2)[CH:7]=[C:6]([Cl:34])[C:5]=1[OH:35].[Br:36][CH2:37][CH2:38][CH2:39][CH2:40]Br, predict the reaction product. The product is: [Br:36][CH2:37][CH2:38][CH2:39][CH2:40][O:35][C:5]1[C:4]([Cl:3])=[CH:9][C:8]([N:10]2[CH2:11][CH2:12][N:13]([C:16]([C:18]3[CH:23]=[C:22]([S:24]([CH3:27])(=[O:26])=[O:25])[CH:21]=[CH:20][C:19]=3[C:28]3[CH:33]=[CH:32][CH:31]=[CH:30][CH:29]=3)=[O:17])[CH2:14][CH2:15]2)=[CH:7][C:6]=1[Cl:34].